From a dataset of Full USPTO retrosynthesis dataset with 1.9M reactions from patents (1976-2016). Predict the reactants needed to synthesize the given product. (1) Given the product [Br:22][C:23]1[N:28]=[C:27]([NH:29][C:30]([C@@H:32]2[CH2:36][C@@H:35]([F:37])[CH2:34][N:33]2[C:18](=[O:20])[CH2:17][N:6]2[C:7]3[C:12](=[CH:11][C:10]([C:13]([OH:15])=[O:14])=[CH:9][CH:8]=3)[C:4]([C:1](=[O:3])[NH2:2])=[N:5]2)=[O:31])[CH:26]=[CH:25][CH:24]=1, predict the reactants needed to synthesize it. The reactants are: [C:1]([C:4]1[C:12]2[C:7](=[CH:8][CH:9]=[C:10]([C:13]([O:15]C)=[O:14])[CH:11]=2)[N:6]([CH2:17][C:18]([OH:20])=O)[N:5]=1)(=[O:3])[NH2:2].Cl.[Br:22][C:23]1[N:28]=[C:27]([NH:29][C:30]([C@@H:32]2[CH2:36][C@@H:35]([F:37])[CH2:34][NH:33]2)=[O:31])[CH:26]=[CH:25][CH:24]=1. (2) Given the product [C:7]([O:11][C:12]([NH:14][CH2:15][C:16]1[C:17]([CH2:33][CH:34]([CH3:36])[CH3:35])=[N:18][C:19]([CH3:32])=[C:20]([C:24]=1[C:25]1[CH:30]=[CH:29][C:28]([CH3:31])=[CH:27][CH:26]=1)[C:21]([O:23][CH2:24][CH:25]1[CH2:30][CH2:29][CH:28]([C:1]([O:40][CH3:39])=[O:4])[CH2:27][CH2:26]1)=[O:22])=[O:13])([CH3:10])([CH3:9])[CH3:8], predict the reactants needed to synthesize it. The reactants are: [C:1](=[O:4])([O-])[O-].[K+].[K+].[C:7]([O:11][C:12]([NH:14][CH2:15][C:16]1[C:17]([CH2:33][CH:34]([CH3:36])[CH3:35])=[N:18][C:19]([CH3:32])=[C:20]([C:24]=1[C:25]1[CH:30]=[CH:29][C:28]([CH3:31])=[CH:27][CH:26]=1)[C:21]([OH:23])=[O:22])=[O:13])([CH3:10])([CH3:9])[CH3:8].CN(C)[CH:39]=[O:40]. (3) Given the product [F:1][C:2]([F:14])([CH3:13])[CH2:3][CH:4]([CH2:8][C:9]([F:11])([F:12])[CH3:10])[C:5]([O-:7])=[O:6].[Na+:16], predict the reactants needed to synthesize it. The reactants are: [F:1][C:2]([F:14])([CH3:13])[CH2:3][CH:4]([CH2:8][C:9]([F:12])([F:11])[CH3:10])[C:5]([OH:7])=[O:6].[OH-].[Na+:16]. (4) Given the product [C:20]1([C:2]2[CH:9]=[CH:8][CH:7]=[C:4]([C:5]#[N:6])[C:3]=2[C:10]#[N:11])[C:21]2[C:16](=[CH:15][CH:14]=[CH:13][CH:12]=2)[CH:17]=[CH:18][CH:19]=1, predict the reactants needed to synthesize it. The reactants are: Cl[C:2]1[CH:9]=[CH:8][CH:7]=[C:4]([C:5]#[N:6])[C:3]=1[C:10]#[N:11].[C:12]1(B(O)O)[C:21]2[C:16](=[CH:17][CH:18]=[CH:19][CH:20]=2)[CH:15]=[CH:14][CH:13]=1.[F-].[Cs+]. (5) Given the product [C:1]([C:3]1[C:4]([N:15]2[CH2:20][CH2:19][N:18]([C:21]([O:23][C:24]([CH3:27])([CH3:25])[CH3:26])=[O:22])[CH2:17][CH2:16]2)=[N:5][C:6]([CH3:14])=[C:7]([C:9]([NH:49][CH2:50][CH:51]([OH:54])[CH2:52][CH3:53])=[O:10])[CH:8]=1)#[N:2], predict the reactants needed to synthesize it. The reactants are: [C:1]([C:3]1[C:4]([N:15]2[CH2:20][CH2:19][N:18]([C:21]([O:23][C:24]([CH3:27])([CH3:26])[CH3:25])=[O:22])[CH2:17][CH2:16]2)=[N:5][C:6]([CH3:14])=[C:7]([C:9](OCC)=[O:10])[CH:8]=1)#[N:2].C1C=CC2N(O)N=NC=2C=1.CCN=C=NCCCN(C)C.[NH2:49][CH2:50][CH:51]([OH:54])[CH2:52][CH3:53].CCN(C(C)C)C(C)C. (6) Given the product [C:20]([O:24][C@@H:25]([C:31]1[C:46]([CH3:47])=[CH:45][C:34]2[N:35]=[C:36]([C:38]3[CH:43]=[CH:42][N:41]=[C:40]([C:7]4[CH:6]=[C:5]5[C:10]([C:2]([F:1])=[N:3][NH:4]5)=[CH:9][CH:8]=4)[CH:39]=3)[S:37][C:33]=2[C:32]=1[C:48]1[CH:49]=[CH:50][C:51]([Cl:54])=[CH:52][CH:53]=1)[C:26]([O:28][CH2:29][CH3:30])=[O:27])([CH3:21])([CH3:22])[CH3:23], predict the reactants needed to synthesize it. The reactants are: [F:1][C:2]1[C:10]2[C:5](=[CH:6][C:7](B3OC(C)(C)C(C)(C)O3)=[CH:8][CH:9]=2)[NH:4][N:3]=1.[C:20]([O:24][C@@H:25]([C:31]1[C:46]([CH3:47])=[CH:45][C:34]2[N:35]=[C:36]([C:38]3[CH:43]=[CH:42][N:41]=[C:40](Cl)[CH:39]=3)[S:37][C:33]=2[C:32]=1[C:48]1[CH:53]=[CH:52][C:51]([Cl:54])=[CH:50][CH:49]=1)[C:26]([O:28][CH2:29][CH3:30])=[O:27])([CH3:23])([CH3:22])[CH3:21].C(=O)([O-])[O-].[K+].[K+].